Dataset: Forward reaction prediction with 1.9M reactions from USPTO patents (1976-2016). Task: Predict the product of the given reaction. Given the reactants [F:1][C:2]([F:21])([F:20])[C:3]1[CH:4]=[C:5]([C:9]2[C:17]3[O:16][CH:15]([CH2:18][NH2:19])[CH2:14][C:13]=3[CH:12]=[CH:11][CH:10]=2)[CH:6]=[CH:7][CH:8]=1.C(N(C(C)C)CC)(C)C.Cl[C:32]([O:34][CH2:35][C:36]1[CH:41]=[CH:40][CH:39]=[CH:38][CH:37]=1)=[O:33].C(OC(=O)NCC1CC2C=CC=C(C3CCCC3)C=2O1)C1C=CC=CC=1, predict the reaction product. The product is: [F:21][C:2]([F:20])([F:1])[C:3]1[CH:4]=[C:5]([C:9]2[C:17]3[O:16][CH:15]([CH2:18][NH:19][C:32](=[O:33])[O:34][CH2:35][C:36]4[CH:41]=[CH:40][CH:39]=[CH:38][CH:37]=4)[CH2:14][C:13]=3[CH:12]=[CH:11][CH:10]=2)[CH:6]=[CH:7][CH:8]=1.